Task: Predict the reaction yield, written as a fraction of the theoretical maximum amount of product (1.0 means a 100% yield; for example, 0.34 means a 34% yield).. Dataset: Reaction yield outcomes from USPTO patents with 853,638 reactions (1) The reactants are [CH2:1]([CH:8]1[C:17]2[C:12](=[CH:13][CH:14]=[C:15]([O:18][CH3:19])[CH:16]=2)[CH2:11][CH2:10][C:9]1=O)[C:2]1[CH:7]=[CH:6][CH:5]=[CH:4][CH:3]=1.Cl.[NH2:22][OH:23]. The catalyst is C(O)C. The product is [CH2:1]([CH:8]1[C:17]2[C:12](=[CH:13][CH:14]=[C:15]([O:18][CH3:19])[CH:16]=2)[CH2:11][CH2:10][C:9]1=[N:22][OH:23])[C:2]1[CH:7]=[CH:6][CH:5]=[CH:4][CH:3]=1. The yield is 1.00. (2) The yield is 0.880. The catalyst is O. The product is [N:3]1[CH:4]=[CH:5][C:6]([O:9][CH:10]([C:12]2[CH:13]=[CH:14][C:15]([C:16]([OH:18])=[O:17])=[CH:20][CH:21]=2)[CH3:11])=[CH:7][CH:8]=1. The reactants are CO.[N:3]1[CH:8]=[CH:7][C:6]([O:9][CH:10]([C:12]2[CH:21]=[CH:20][C:15]([C:16]([O:18]C)=[O:17])=[CH:14][CH:13]=2)[CH3:11])=[CH:5][CH:4]=1.[OH-].[Li+].Cl.